This data is from Peptide-MHC class I binding affinity with 185,985 pairs from IEDB/IMGT. The task is: Regression. Given a peptide amino acid sequence and an MHC pseudo amino acid sequence, predict their binding affinity value. This is MHC class I binding data. The binding affinity (normalized) is 0.0847. The peptide sequence is VALFSSCPVAY. The MHC is HLA-B08:01 with pseudo-sequence HLA-B08:01.